Dataset: Reaction yield outcomes from USPTO patents with 853,638 reactions. Task: Predict the reaction yield, written as a fraction of the theoretical maximum amount of product (1.0 means a 100% yield; for example, 0.34 means a 34% yield). (1) The reactants are C([O:4][CH2:5][C:6]([CH3:47])([CH3:46])[CH2:7][N:8]1[C:14]2[CH:15]=[CH:16][C:17]([Cl:19])=[CH:18][C:13]=2[C@@H:12]([C:20]2[CH:25]=[CH:24][CH:23]=[C:22]([O:26][CH3:27])[C:21]=2[O:28][CH3:29])[O:11][C@H:10]([CH2:30][C:31]([NH:33][C:34]2[CH:35]=[C:36]([CH:41]=[CH:42][C:43]=2[F:44])[C:37]([O:39]C)=[O:38])=[O:32])[C:9]1=[O:45])(=O)C.[OH-].[Na+].C(O)C. The catalyst is O. The product is [Cl:19][C:17]1[CH:16]=[CH:15][C:14]2[N:8]([CH2:7][C:6]([CH3:47])([CH3:46])[CH2:5][OH:4])[C:9](=[O:45])[C@@H:10]([CH2:30][C:31]([NH:33][C:34]3[CH:35]=[C:36]([CH:41]=[CH:42][C:43]=3[F:44])[C:37]([OH:39])=[O:38])=[O:32])[O:11][C@H:12]([C:20]3[CH:25]=[CH:24][CH:23]=[C:22]([O:26][CH3:27])[C:21]=3[O:28][CH3:29])[C:13]=2[CH:18]=1. The yield is 0.600. (2) The reactants are [Br:1][C:2]1[CH:11]=[CH:10][CH:9]=[C:8]2[C:3]=1[CH2:4][N:5]([CH3:13])[C:6](=[O:12])[NH:7]2.[H-].[Na+].[F:16][C:17]1[CH:18]=[C:19]([CH:22]=[CH:23][CH:24]=1)[CH2:20]Br. No catalyst specified. The product is [Br:1][C:2]1[CH:11]=[CH:10][CH:9]=[C:8]2[C:3]=1[CH2:4][N:5]([CH3:13])[C:6](=[O:12])[N:7]2[CH2:20][C:19]1[CH:22]=[CH:23][CH:24]=[C:17]([F:16])[CH:18]=1. The yield is 0.810.